Dataset: Peptide-MHC class I binding affinity with 185,985 pairs from IEDB/IMGT. Task: Regression. Given a peptide amino acid sequence and an MHC pseudo amino acid sequence, predict their binding affinity value. This is MHC class I binding data. (1) The peptide sequence is YYNKSTEKL. The MHC is HLA-A24:02 with pseudo-sequence HLA-A24:02. The binding affinity (normalized) is 0.566. (2) The peptide sequence is LPLIVDTAA. The MHC is HLA-B27:05 with pseudo-sequence HLA-B27:05. The binding affinity (normalized) is 0.0847.